This data is from Full USPTO retrosynthesis dataset with 1.9M reactions from patents (1976-2016). The task is: Predict the reactants needed to synthesize the given product. (1) Given the product [CH3:13][O:9][C:8](=[O:10])[C:7]1[C:2]([Br:1])=[CH:3][CH:4]=[N:5][CH:6]=1, predict the reactants needed to synthesize it. The reactants are: [Br:1][C:2]1[C:7]([C:8]([OH:10])=[O:9])=[CH:6][N:5]=[CH:4][CH:3]=1.CO.[CH2:13](Cl)CCl. (2) The reactants are: [CH2:1]([N:8]1[C:12](=[O:13])[CH2:11][CH2:10][C@@H:9]1[C:14]([NH:16][CH:17]([CH2:23][C:24]1[CH:29]=[CH:28][CH:27]=[CH:26][CH:25]=1)[CH:18]([OH:22])[C:19](O)=[O:20])=[O:15])[C:2]1[CH:7]=[CH:6][CH:5]=[CH:4][CH:3]=1.[CH:30]([O:33][NH2:34])([CH3:32])[CH3:31]. Given the product [CH2:1]([N:8]1[C:12](=[O:13])[CH2:11][CH2:10][C@@H:9]1[C:14]([NH:16][CH:17]([CH:18]([OH:22])[C:19]([NH:34][O:33][CH:30]([CH3:32])[CH3:31])=[O:20])[CH2:23][C:24]1[CH:25]=[CH:26][CH:27]=[CH:28][CH:29]=1)=[O:15])[C:2]1[CH:3]=[CH:4][CH:5]=[CH:6][CH:7]=1, predict the reactants needed to synthesize it. (3) Given the product [I:29][CH2:30][CH2:31][CH2:32][O:27][C:26](=[O:28])[C@H:18]([CH2:19][C:20]1[CH:25]=[CH:24][CH:23]=[CH:22][CH:21]=1)[NH:17][C:15](=[O:16])[C@H:13]([CH3:14])[NH:12][C:10](=[O:11])[CH2:9][C:4]1[CH:3]=[C:2]([F:1])[CH:7]=[C:6]([F:8])[CH:5]=1, predict the reactants needed to synthesize it. The reactants are: [F:1][C:2]1[CH:3]=[C:4]([CH2:9][C:10]([NH:12][C@H:13]([C:15]([NH:17][C@H:18]([C:26]([OH:28])=[O:27])[CH2:19][C:20]2[CH:25]=[CH:24][CH:23]=[CH:22][CH:21]=2)=[O:16])[CH3:14])=[O:11])[CH:5]=[C:6]([F:8])[CH:7]=1.[I:29][CH2:30][CH2:31][CH2:32]O. (4) The reactants are: [NH2:1][C:2]1[CH:28]=[CH:27][C:5]([O:6][CH2:7][C:8]2[N:18]([CH2:19][CH2:20][CH:21]3[CH2:26][CH2:25][CH2:24][CH2:23][CH2:22]3)[C:11]3[N:12]=[C:13]([C:16]#[N:17])[N:14]=[CH:15][C:10]=3[CH:9]=2)=[CH:4][CH:3]=1.[F:29][C:30]([F:37])([F:36])[CH2:31][S:32](Cl)(=[O:34])=[O:33].N1C=CC=CC=1. Given the product [C:16]([C:13]1[N:14]=[CH:15][C:10]2[CH:9]=[C:8]([CH2:7][O:6][C:5]3[CH:4]=[CH:3][C:2]([NH:1][S:32]([CH2:31][C:30]([F:37])([F:36])[F:29])(=[O:34])=[O:33])=[CH:28][CH:27]=3)[N:18]([CH2:19][CH2:20][CH:21]3[CH2:22][CH2:23][CH2:24][CH2:25][CH2:26]3)[C:11]=2[N:12]=1)#[N:17], predict the reactants needed to synthesize it. (5) The reactants are: [NH2:1][C:2]1[CH:14]=[CH:13][C:5]2[S:6][C:7]([C:9]([O:11]C)=[O:10])=[CH:8][C:4]=2[CH:3]=1.O.[OH-].[Li+].O. Given the product [NH2:1][C:2]1[CH:14]=[CH:13][C:5]2[S:6][C:7]([C:9]([OH:11])=[O:10])=[CH:8][C:4]=2[CH:3]=1, predict the reactants needed to synthesize it. (6) The reactants are: [N:1]1([C:6]2[CH:11]=[CH:10][CH:9]=[CH:8][C:7]=2[NH2:12])[CH:5]=[CH:4][CH:3]=[CH:2]1.[Cl-].[CH3:14][C:15]1[CH:26]=[CH:25][CH:24]=[CH:23][C:16]=1[CH:17]=[N+:18]1[CH2:22][CH2:21][CH2:20][CH2:19]1. Given the product [N:18]1([CH:17]([C:16]2[CH:23]=[CH:24][CH:25]=[CH:26][C:15]=2[CH3:14])[C:5]2[N:1]([C:6]3[CH:11]=[CH:10][CH:9]=[CH:8][C:7]=3[NH2:12])[CH:2]=[CH:3][CH:4]=2)[CH2:22][CH2:21][CH2:20][CH2:19]1, predict the reactants needed to synthesize it.